From a dataset of Catalyst prediction with 721,799 reactions and 888 catalyst types from USPTO. Predict which catalyst facilitates the given reaction. (1) Reactant: [NH2:1][C:2]1[N:9]=[CH:8][C:7]([Br:10])=[CH:6][C:3]=1[CH:4]=O.[CH3:11][C:12]([C:14]1[CH:19]=[CH:18][C:17]([F:20])=[CH:16][CH:15]=1)=O.[OH-].[K+]. Product: [Br:10][C:7]1[CH:6]=[C:3]2[C:2](=[N:9][CH:8]=1)[N:1]=[C:12]([C:14]1[CH:19]=[CH:18][C:17]([F:20])=[CH:16][CH:15]=1)[CH:11]=[CH:4]2. The catalyst class is: 8. (2) Reactant: O.[OH-].[Li+].C[O:5][C:6](=[O:37])[CH2:7][C:8]1[C:17]([CH3:18])=[C:16]([C:19]2[CH:24]=[CH:23][C:22]([S:25]([C:28]3[C:33]([F:34])=[CH:32][CH:31]=[CH:30][C:29]=3[F:35])(=[O:27])=[O:26])=[CH:21][CH:20]=2)[C:15]2[C:10](=[CH:11][CH:12]=[C:13]([Cl:36])[CH:14]=2)[CH:9]=1. Product: [Cl:36][C:13]1[CH:14]=[C:15]2[C:10](=[CH:11][CH:12]=1)[CH:9]=[C:8]([CH2:7][C:6]([OH:37])=[O:5])[C:17]([CH3:18])=[C:16]2[C:19]1[CH:20]=[CH:21][C:22]([S:25]([C:28]2[C:29]([F:35])=[CH:30][CH:31]=[CH:32][C:33]=2[F:34])(=[O:27])=[O:26])=[CH:23][CH:24]=1. The catalyst class is: 20.